This data is from Forward reaction prediction with 1.9M reactions from USPTO patents (1976-2016). The task is: Predict the product of the given reaction. The product is: [CH3:20][C@@H:11]1[O:10][C:9](=[O:21])[C@@H:8]([NH:22][C:23](=[O:29])[O:24][C:25]([CH3:28])([CH3:27])[CH3:26])[CH2:7][CH2:6][CH2:5][C@H:4]([CH2:3][CH2:2][O:1][C:30]2[CH:35]=[CH:34][CH:33]=[CH:32][CH:31]=2)[C@H:12]1[O:13][C:14]1[CH:15]=[CH:16][CH:17]=[CH:18][CH:19]=1. Given the reactants [OH:1][CH2:2][CH2:3][C@@H:4]1[C@@H:12]([O:13][C:14]2[CH:19]=[CH:18][CH:17]=[CH:16][CH:15]=2)[C@H:11]([CH3:20])[O:10][C:9](=[O:21])[C@@H:8]([NH:22][C:23](=[O:29])[O:24][C:25]([CH3:28])([CH3:27])[CH3:26])[CH2:7][CH2:6][CH2:5]1.[CH:30]1(N(C)[CH:30]2[CH2:35][CH2:34][CH2:33][CH2:32][CH2:31]2)[CH2:35][CH2:34][CH2:33][CH2:32][CH2:31]1, predict the reaction product.